This data is from CYP1A2 inhibition data for predicting drug metabolism from PubChem BioAssay. The task is: Regression/Classification. Given a drug SMILES string, predict its absorption, distribution, metabolism, or excretion properties. Task type varies by dataset: regression for continuous measurements (e.g., permeability, clearance, half-life) or binary classification for categorical outcomes (e.g., BBB penetration, CYP inhibition). Dataset: cyp1a2_veith. (1) The molecule is CN(C)CCCn1cnc2cc(Cl)c(Cl)cc21. The result is 0 (non-inhibitor). (2) The molecule is CC(CCN)(CCN)[N+](=O)[O-]. The result is 0 (non-inhibitor). (3) The drug is Fc1ccc(Nc2nc(-c3cccnc3)nc3ccccc23)cc1. The result is 1 (inhibitor). (4) The compound is N#CCCn1c(=O)c(CCc2ccccc2)nc2cnc(N3CCOCC3)nc21. The result is 1 (inhibitor). (5) The compound is CCC(=O)Nc1cccc(-c2nnc(-c3cccc(NC(=O)CC)c3)o2)c1. The result is 0 (non-inhibitor).